Dataset: Full USPTO retrosynthesis dataset with 1.9M reactions from patents (1976-2016). Task: Predict the reactants needed to synthesize the given product. Given the product [Cl:3][C:4]1[C:5]([CH2:10][OH:11])=[N:6][N:7]([CH3:9])[CH:8]=1, predict the reactants needed to synthesize it. The reactants are: [BH4-].[Na+].[Cl:3][C:4]1[C:5]([CH:10]=[O:11])=[N:6][N:7]([CH3:9])[CH:8]=1.